This data is from HIV replication inhibition screening data with 41,000+ compounds from the AIDS Antiviral Screen. The task is: Binary Classification. Given a drug SMILES string, predict its activity (active/inactive) in a high-throughput screening assay against a specified biological target. The drug is CC(=O)OCC=C(C=CCNC1CCCCC1)OC(C)=O. The result is 0 (inactive).